Dataset: Catalyst prediction with 721,799 reactions and 888 catalyst types from USPTO. Task: Predict which catalyst facilitates the given reaction. (1) Reactant: C([Sn](CCCC)(CCCC)[C:6]1[CH:7]=[C:8]2[CH:28]=[CH:27][CH:26]=[CH:25][C:9]2=[C:10]2[C:18]=1[C:17]1[C:12](=[CH:13][CH:14]=[CH:15][CH:16]=1)[CH:11]2[C:19]1[CH:24]=[CH:23][CH:22]=[CH:21][CH:20]=1)CCC.[I:37]I. Product: [I:37][C:6]1[CH:7]=[C:8]2[CH:28]=[CH:27][CH:26]=[CH:25][C:9]2=[C:10]2[C:18]=1[C:17]1[C:12](=[CH:13][CH:14]=[CH:15][CH:16]=1)[CH:11]2[C:19]1[CH:24]=[CH:23][CH:22]=[CH:21][CH:20]=1. The catalyst class is: 2. (2) Reactant: [CH2:1]([O:8][C:9]1[CH:14]=[CH:13][CH:12]=[CH:11][C:10]=1[C:15]1([NH2:18])[CH2:17][CH2:16]1)[C:2]1[CH:7]=[CH:6][CH:5]=[CH:4][CH:3]=1.Br[C:20]1[C:21](=[O:39])[N:22]([C:27]2[CH:28]=[C:29]([CH:34]=[C:35]([F:38])[C:36]=2[CH3:37])[C:30]([O:32][CH3:33])=[O:31])[CH:23]=[C:24]([Br:26])[N:25]=1.C(N(C(C)C)C(C)C)C. Product: [Br:26][C:24]1[N:25]=[C:20]([NH:18][C:15]2([C:10]3[CH:11]=[CH:12][CH:13]=[CH:14][C:9]=3[O:8][CH2:1][C:2]3[CH:3]=[CH:4][CH:5]=[CH:6][CH:7]=3)[CH2:17][CH2:16]2)[C:21](=[O:39])[N:22]([C:27]2[CH:28]=[C:29]([CH:34]=[C:35]([F:38])[C:36]=2[CH3:37])[C:30]([O:32][CH3:33])=[O:31])[CH:23]=1. The catalyst class is: 393. (3) Reactant: [CH2:1]([C:5]1[CH:10]=[CH:9][C:8]([CH:11]([CH3:36])[C:12]([O:14][C:15]2[CH:35]=[CH:34][C:18]([C:19]([O:21][CH:22]3[CH2:27][O:26]C(C4C=CC=CC=4)[O:24][CH2:23]3)=[O:20])=[CH:17][CH:16]=2)=[O:13])=[CH:7][CH:6]=1)[CH:2]([CH3:4])[CH3:3]. Product: [CH2:1]([C:5]1[CH:6]=[CH:7][C:8]([CH:11]([CH3:36])[C:12]([O:14][C:15]2[CH:16]=[CH:17][C:18]([C:19]([O:21][CH:22]([CH2:23][OH:24])[CH2:27][OH:26])=[O:20])=[CH:34][CH:35]=2)=[O:13])=[CH:9][CH:10]=1)[CH:2]([CH3:4])[CH3:3]. The catalyst class is: 15.